This data is from Reaction yield outcomes from USPTO patents with 853,638 reactions. The task is: Predict the reaction yield, written as a fraction of the theoretical maximum amount of product (1.0 means a 100% yield; for example, 0.34 means a 34% yield). The reactants are [C:1]([CH:3]([CH3:9])[C:4]([O:6][CH2:7][CH3:8])=[O:5])#[N:2].[H-].[Na+].BrC[CH2:14][O:15][C:16](=[O:21])[C:17]([CH3:20])([CH3:19])[CH3:18].[CH3:22]N(C)C=O. The catalyst is CCOC(C)=O. The product is [CH2:7]([O:6][C:4](=[O:5])[C:3]([C:1]#[N:2])([CH3:22])[CH2:9][CH2:14][O:15][C:16](=[O:21])[C:17]([CH3:20])([CH3:19])[CH3:18])[CH3:8]. The yield is 0.820.